Dataset: Full USPTO retrosynthesis dataset with 1.9M reactions from patents (1976-2016). Task: Predict the reactants needed to synthesize the given product. (1) The reactants are: ClC1C=CC([C@H:8]2[N:15]3[C:11](S[C:13]([C:16](O)=O)=[CH:14]3)=[N:10][C@:9]2([C:20]2[CH:25]=[CH:24][C:23](Cl)=[CH:22]C=2)C)=CC=1.ClC1C=CC([C@H]2N3C(SC(C(O)=[O:46])=C3C(C)C)=N[C@]2(C2C=CC(Cl)=CC=2)C)=CC=1.[C:56]([N:59]1[CH2:64]CNC[C@H]1C)(=[O:58])[CH3:57]. Given the product [C:56]([N:59]1[CH2:64][CH2:11][N:15]([C:8](=[O:46])[C@@H:9]2[CH2:20][CH2:25][C@@H:24]([CH2:23][CH3:22])[NH:10]2)[CH2:14][C@H:13]1[CH3:16])(=[O:58])[CH3:57], predict the reactants needed to synthesize it. (2) Given the product [CH2:26]([O:3][CH:4]1[CH2:8][CH2:7][N:6]([C:9]2[CH:19]=[CH:18][C:12]([C:13]([O:15][CH2:16][CH3:17])=[O:14])=[CH:11][CH:10]=2)[CH2:5]1)[C:23]1[CH:24]=[CH:25][CH:20]=[CH:21][CH:22]=1, predict the reactants needed to synthesize it. The reactants are: [H-].[Na+].[OH:3][CH:4]1[CH2:8][CH2:7][N:6]([C:9]2[CH:19]=[CH:18][C:12]([C:13]([O:15][CH2:16][CH3:17])=[O:14])=[CH:11][CH:10]=2)[CH2:5]1.[CH:20]1[CH:25]=[CH:24][C:23]([CH2:26]Br)=[CH:22][CH:21]=1. (3) Given the product [Br:1][C:2]1[C:3]([N:11]2[CH2:16][CH2:15][N:14]([C:26](=[O:27])[C@H:25]([NH:24][C:22](=[O:23])[O:21][C:17]([CH3:18])([CH3:20])[CH3:19])[CH:29]3[CH2:34][CH2:33][CH2:32][CH2:31][CH2:30]3)[CH2:13][CH2:12]2)=[C:4]2[CH:10]=[CH:9][NH:8][C:5]2=[N:6][CH:7]=1, predict the reactants needed to synthesize it. The reactants are: [Br:1][C:2]1[C:3]([N:11]2[CH2:16][CH2:15][NH:14][CH2:13][CH2:12]2)=[C:4]2[CH:10]=[CH:9][NH:8][C:5]2=[N:6][CH:7]=1.[C:17]([O:21][C:22]([NH:24][C@H:25]([CH:29]1[CH2:34][CH2:33][CH2:32][CH2:31][CH2:30]1)[C:26](O)=[O:27])=[O:23])([CH3:20])([CH3:19])[CH3:18].C1C=CC2N(O)N=NC=2C=1.O.CCN=C=NCCCN(C)C.C(N(CC)CC)C. (4) Given the product [CH:46]1([CH:39]([C:37]2[CH:36]=[CH:35][N:34]=[C:33]([O:32][CH2:31][CH:28]3[CH2:27][CH2:26][N:25]([C:18]4[CH:19]=[C:20]([O:23][CH3:24])[CH:21]=[CH:22][C:17]=4[C:15](=[O:16])[N:14]([CH:11]4[CH2:12][CH2:13][NH:8][CH2:9][CH2:10]4)[C:49]4[CH:54]=[CH:53][CH:52]=[CH:51][N:50]=4)[CH2:30][CH2:29]3)[CH:38]=2)[CH2:40][C:41]([O:43][CH2:44][CH3:45])=[O:42])[CH2:47][CH2:48]1, predict the reactants needed to synthesize it. The reactants are: C([N:8]1[CH2:13][CH2:12][CH:11]([N:14]([C:49]2[CH:54]=[CH:53][CH:52]=[CH:51][N:50]=2)[C:15]([C:17]2[CH:22]=[CH:21][C:20]([O:23][CH3:24])=[CH:19][C:18]=2[N:25]2[CH2:30][CH2:29][CH:28]([CH2:31][O:32][C:33]3[CH:38]=[C:37]([CH:39]([CH:46]4[CH2:48][CH2:47]4)[CH2:40][C:41]([O:43][CH2:44][CH3:45])=[O:42])[CH:36]=[CH:35][N:34]=3)[CH2:27][CH2:26]2)=[O:16])[CH2:10][CH2:9]1)C1C=CC=CC=1. (5) Given the product [C:1]([O:5][C:6]([NH:8][C@@H:9]1[C:10](=[O:11])[N:12]2[CH2:16][C@H:15]([OH:17])[CH2:14][C@H:13]2[C:18](=[O:19])[NH:20][C@:21]2([C:32]([O:34][CH2:35][CH3:36])=[O:33])[CH2:23][C@H:22]2[CH2:24][C:25]([F:30])([F:31])[CH2:26][CH2:27][CH:39]=[CH:38][CH2:37]1)=[O:7])([CH3:3])([CH3:2])[CH3:4], predict the reactants needed to synthesize it. The reactants are: [C:1]([O:5][C:6]([NH:8][C@@H:9]([CH2:37][CH:38]=[CH2:39])[C:10]([N:12]1[CH2:16][C@H:15]([OH:17])[CH2:14][C@H:13]1[C:18]([NH:20][C@:21]1([C:32]([O:34][CH2:35][CH3:36])=[O:33])[CH2:23][C@H:22]1[CH2:24][C:25]([F:31])([F:30])[CH2:26][CH2:27]C=C)=[O:19])=[O:11])=[O:7])([CH3:4])([CH3:3])[CH3:2].SC1N=CC=CC=1C(O)=O.C(=O)(O)[O-].[Na+].O. (6) The reactants are: [C:1]([O:14][CH2:15][C@@H:16]([O:57][C:58](=[O:70])[CH2:59][CH2:60][CH2:61][CH2:62][CH2:63][CH2:64][CH2:65][CH2:66][CH2:67][CH2:68][CH3:69])[CH2:17][S:18][CH2:19][C@H:20]([NH:39]C(OCC1C2C=CC=CC=2C2C1=CC=CC=2)=O)[C:21]([NH:23][CH2:24][CH2:25][CH2:26][CH2:27][CH2:28][C:29]([O:31][CH2:32][C:33]1[CH:38]=[CH:37][CH:36]=[CH:35][CH:34]=1)=[O:30])=[O:22])(=[O:13])[CH2:2][CH2:3][CH2:4][CH2:5][CH2:6][CH2:7][CH2:8][CH2:9][CH2:10][CH2:11][CH3:12].N1CCCCC1. Given the product [C:1]([O:14][CH2:15][C@@H:16]([O:57][C:58](=[O:70])[CH2:59][CH2:60][CH2:61][CH2:62][CH2:63][CH2:64][CH2:65][CH2:66][CH2:67][CH2:68][CH3:69])[CH2:17][S:18][CH2:19][C@H:20]([NH2:39])[C:21]([NH:23][CH2:24][CH2:25][CH2:26][CH2:27][CH2:28][C:29]([O:31][CH2:32][C:33]1[CH:34]=[CH:35][CH:36]=[CH:37][CH:38]=1)=[O:30])=[O:22])(=[O:13])[CH2:2][CH2:3][CH2:4][CH2:5][CH2:6][CH2:7][CH2:8][CH2:9][CH2:10][CH2:11][CH3:12], predict the reactants needed to synthesize it.